Dataset: Full USPTO retrosynthesis dataset with 1.9M reactions from patents (1976-2016). Task: Predict the reactants needed to synthesize the given product. (1) Given the product [ClH:50].[ClH:50].[CH2:1]([O:8][C:9]1[C:14]([NH:15][C:16]2[S:17][CH:18]=[C:19]([CH3:21])[N:20]=2)=[N:13][CH:12]=[C:11]([S:22][CH2:23][CH:24]2[CH2:25][CH2:41][NH:40][CH2:39][CH2:38]2)[CH:10]=1)[C:2]1[CH:7]=[CH:6][CH:5]=[CH:4][CH:3]=1, predict the reactants needed to synthesize it. The reactants are: [CH2:1]([O:8][C:9]1[CH:10]=[C:11]([S:22][CH2:23][CH2:24][C:25](OC)=O)[CH:12]=[N:13][C:14]=1[NH:15][C:16]1[S:17][CH:18]=[C:19]([CH3:21])[N:20]=1)[C:2]1[CH:7]=[CH:6][CH:5]=[CH:4][CH:3]=1.CC([O-])(C)C.[K+].BrCC1C[CH2:41][N:40](C(OC(C)(C)C)=O)[CH2:39][CH2:38]1.[ClH:50]. (2) Given the product [I:1][C:2]1[CH:3]=[CH:4][C:5]([O:10][C:11]2[CH:16]=[CH:15][C:14]([O:17][CH3:18])=[CH:13][CH:12]=2)=[C:6]([CH:7]=[N:40][C:38]([O:47][Si:20]([CH3:27])([CH3:26])[CH3:19])=[CH2:39])[CH:9]=1, predict the reactants needed to synthesize it. The reactants are: [I:1][C:2]1[CH:3]=[CH:4][C:5]([O:10][C:11]2[CH:16]=[CH:15][C:14]([O:17][CH3:18])=[CH:13][CH:12]=2)=[C:6]([CH:9]=1)[CH:7]=O.[CH3:19][Si:20]([CH3:27])([CH3:26])N[Si:20]([CH3:27])([CH3:26])[CH3:19].C([Li])CCC.C[Si](Cl)(C)C.[CH2:38]([N:40](CC)CC)[CH3:39].C(Cl)(=[O:47])C.